Dataset: Full USPTO retrosynthesis dataset with 1.9M reactions from patents (1976-2016). Task: Predict the reactants needed to synthesize the given product. (1) The reactants are: [Cl:1][C:2]1[CH:3]=[C:4]([CH:27]=[CH:28][C:29]=1[F:30])[NH:5][C:6]1[C:15]2[C:10](=[CH:11][C:12]([O:22][CH2:23][CH2:24][CH2:25]Cl)=[CH:13][C:14]=2[O:16][CH:17]2[CH2:21][CH2:20][O:19][CH2:18]2)[N:9]=[CH:8][N:7]=1.[NH:31]1[CH2:36][CH2:35][NH:34][CH2:33][CH2:32]1. Given the product [Cl:1][C:2]1[CH:3]=[C:4]([CH:27]=[CH:28][C:29]=1[F:30])[NH:5][C:6]1[C:15]2[C:10](=[CH:11][C:12]([O:22][CH2:23][CH2:24][CH2:25][N:31]3[CH2:36][CH2:35][NH:34][CH2:33][CH2:32]3)=[CH:13][C:14]=2[O:16][CH:17]2[CH2:21][CH2:20][O:19][CH2:18]2)[N:9]=[CH:8][N:7]=1, predict the reactants needed to synthesize it. (2) Given the product [Br:1][C:2]1[CH:7]=[CH:6][C:5]([C:8]2[CH:13]=[CH:12][C:11]([Cl:14])=[CH:10][CH:9]=2)=[CH:4][C:3]=1[B:21]([OH:24])[OH:22], predict the reactants needed to synthesize it. The reactants are: [Br:1][C:2]1[CH:7]=[CH:6][C:5]([C:8]2[CH:13]=[CH:12][C:11]([Cl:14])=[CH:10][CH:9]=2)=[CH:4][C:3]=1I.C([Mg]Br)(C)C.[B:21](OC)([O:24]C)[O:22]C.Cl. (3) Given the product [C:60]1([NH:59][CH2:58][CH2:57][CH2:56][CH:51]([NH:50][C:16]([C:12]2[CH:13]=[C:14]3[C:9](=[CH:10][CH:11]=2)[NH:8][C:7]([C:4]2[CH:3]=[CH:2][N:1]=[CH:6][CH:5]=2)=[CH:15]3)=[O:18])[C:52]([NH2:30])=[O:53])[CH:65]=[CH:64][CH:63]=[CH:62][CH:61]=1, predict the reactants needed to synthesize it. The reactants are: [N:1]1[CH:6]=[CH:5][C:4]([C:7]2[NH:8][C:9]3[C:14]([CH:15]=2)=[CH:13][C:12]([C:16]([OH:18])=O)=[CH:11][CH:10]=3)=[CH:3][CH:2]=1.[B-](F)(F)(F)F.CCOC(C(C#N)=[N:30]OC(N(C)C)=[N+](C)C)=O.C(N(C(C)C)C(C)C)C.[NH2:50][C@@H:51]([CH2:56][CH2:57][CH2:58][NH:59][C:60]1[CH:65]=[CH:64][CH:63]=[CH:62][CH:61]=1)[C:52](OC)=[O:53]. (4) Given the product [NH2:11][C:12]1[N:17]([C:18]2[CH:23]=[CH:22][CH:21]=[C:20]([NH:24][C:6]([NH:5][C:1]([CH3:4])([CH3:3])[CH3:2])=[O:7])[CH:19]=2)[CH2:16][N:15]=[C:14]2[O:25][CH:26]=[CH:27][C:13]=12, predict the reactants needed to synthesize it. The reactants are: [C:1]([N:5]=[C:6]=[O:7])([CH3:4])([CH3:3])[CH3:2].[N-]=C=O.[NH2:11][C:12]1[N:17]([C:18]2[CH:23]=[CH:22][CH:21]=[C:20]([NH2:24])[CH:19]=2)[CH2:16][N:15]=[C:14]2[O:25][CH:26]=[CH:27][C:13]=12. (5) The reactants are: N1C=CC=CC=1.[NH2:7][C@H:8]([C:13]([OH:15])=[O:14])[CH2:9][C:10]([OH:12])=[O:11].C[Si](Cl)(C)C.[C:21](Cl)(=[O:37])[CH2:22][CH2:23][CH2:24][CH2:25][CH2:26][CH2:27][CH2:28][CH2:29][CH2:30][CH2:31][CH2:32][CH2:33][CH2:34][CH2:35][CH3:36]. Given the product [C:21]([NH:7][C@@H:8]([C:13]([OH:15])=[O:14])[CH2:9][C:10]([OH:12])=[O:11])(=[O:37])[CH2:22][CH2:23][CH2:24][CH2:25][CH2:26][CH2:27][CH2:28][CH2:29][CH2:30][CH2:31][CH2:32][CH2:33][CH2:34][CH2:35][CH3:36], predict the reactants needed to synthesize it.